This data is from NCI-60 drug combinations with 297,098 pairs across 59 cell lines. The task is: Regression. Given two drug SMILES strings and cell line genomic features, predict the synergy score measuring deviation from expected non-interaction effect. (1) Drug 1: CC1=C(C=C(C=C1)NC(=O)C2=CC=C(C=C2)CN3CCN(CC3)C)NC4=NC=CC(=N4)C5=CN=CC=C5. Drug 2: CC(C)(C#N)C1=CC(=CC(=C1)CN2C=NC=N2)C(C)(C)C#N. Cell line: SNB-19. Synergy scores: CSS=-3.03, Synergy_ZIP=1.30, Synergy_Bliss=-0.0287, Synergy_Loewe=-4.51, Synergy_HSA=-3.14. (2) Drug 1: CC12CCC(CC1=CCC3C2CCC4(C3CC=C4C5=CN=CC=C5)C)O. Drug 2: C1=CC(=C2C(=C1NCCNCCO)C(=O)C3=C(C=CC(=C3C2=O)O)O)NCCNCCO. Cell line: HL-60(TB). Synergy scores: CSS=32.6, Synergy_ZIP=5.39, Synergy_Bliss=-1.52, Synergy_Loewe=-36.8, Synergy_HSA=-3.60. (3) Drug 1: CC1C(C(CC(O1)OC2CC(CC3=C2C(=C4C(=C3O)C(=O)C5=C(C4=O)C(=CC=C5)OC)O)(C(=O)CO)O)N)O.Cl. Drug 2: C1C(C(OC1N2C=NC(=NC2=O)N)CO)O. Cell line: SF-268. Synergy scores: CSS=3.73, Synergy_ZIP=-0.659, Synergy_Bliss=0.733, Synergy_Loewe=0.775, Synergy_HSA=-0.356. (4) Drug 1: COC1=C(C=C2C(=C1)N=CN=C2NC3=CC(=C(C=C3)F)Cl)OCCCN4CCOCC4. Drug 2: C1=NC2=C(N1)C(=S)N=C(N2)N. Cell line: DU-145. Synergy scores: CSS=37.7, Synergy_ZIP=-11.6, Synergy_Bliss=-9.76, Synergy_Loewe=-2.70, Synergy_HSA=-0.901.